From a dataset of TCR-epitope binding with 47,182 pairs between 192 epitopes and 23,139 TCRs. Binary Classification. Given a T-cell receptor sequence (or CDR3 region) and an epitope sequence, predict whether binding occurs between them. (1) The epitope is VVYRGTTTY. The TCR CDR3 sequence is CASSQDLAGVDTQYF. Result: 1 (the TCR binds to the epitope). (2) Result: 0 (the TCR does not bind to the epitope). The epitope is GTITSGWTF. The TCR CDR3 sequence is CASSPLAGWTTGELFF. (3) The TCR CDR3 sequence is CASSLELRAGEQFF. The epitope is RPHERNGFTVL. Result: 0 (the TCR does not bind to the epitope).